This data is from Peptide-MHC class II binding affinity with 134,281 pairs from IEDB. The task is: Regression. Given a peptide amino acid sequence and an MHC pseudo amino acid sequence, predict their binding affinity value. This is MHC class II binding data. (1) The peptide sequence is AARFVRRDGRRGGGR. The MHC is DRB3_0202 with pseudo-sequence DRB3_0202. The binding affinity (normalized) is 0. (2) The peptide sequence is VLVDEGRKVAIKGPL. The MHC is HLA-DQA10201-DQB10301 with pseudo-sequence HLA-DQA10201-DQB10301. The binding affinity (normalized) is 0.293. (3) The peptide sequence is VKNVIGPFMKAVCVE. The MHC is DRB1_0101 with pseudo-sequence DRB1_0101. The binding affinity (normalized) is 0.628. (4) The peptide sequence is PGTFQTTTGEIGAIA. The MHC is DRB1_1101 with pseudo-sequence DRB1_1101. The binding affinity (normalized) is 0.497.